Dataset: Peptide-MHC class I binding affinity with 185,985 pairs from IEDB/IMGT. Task: Regression. Given a peptide amino acid sequence and an MHC pseudo amino acid sequence, predict their binding affinity value. This is MHC class I binding data. (1) The peptide sequence is KIGEVIGPK. The MHC is HLA-A26:01 with pseudo-sequence HLA-A26:01. The binding affinity (normalized) is 0.0847. (2) The peptide sequence is LLAALFHDI. The MHC is HLA-B15:01 with pseudo-sequence HLA-B15:01. The binding affinity (normalized) is 0.278. (3) The peptide sequence is YASLTTIGTI. The MHC is HLA-A02:03 with pseudo-sequence HLA-A02:03. The binding affinity (normalized) is 0.447. (4) The peptide sequence is FPRCRYVHK. The MHC is HLA-B07:02 with pseudo-sequence HLA-B07:02. The binding affinity (normalized) is 0.201.